Dataset: Reaction yield outcomes from USPTO patents with 853,638 reactions. Task: Predict the reaction yield, written as a fraction of the theoretical maximum amount of product (1.0 means a 100% yield; for example, 0.34 means a 34% yield). (1) The reactants are [C:1]([C:3]1[C:7]([CH2:8][C:9]2[CH:14]=[CH:13][CH:12]=[CH:11][C:10]=2[S:15]([N:18]2[CH2:22][CH2:21][CH2:20][CH2:19]2)(=[O:17])=[O:16])=[C:6]([CH3:23])[N:5]([CH2:24][C:25]([O:27]CC)=[O:26])[C:4]=1[CH:30]1[CH2:34][CH2:33][CH2:32][CH2:31]1)#[N:2].O.[OH-].[Li+].O. The catalyst is O1CCCC1.CO. The product is [C:1]([C:3]1[C:7]([CH2:8][C:9]2[CH:14]=[CH:13][CH:12]=[CH:11][C:10]=2[S:15]([N:18]2[CH2:19][CH2:20][CH2:21][CH2:22]2)(=[O:17])=[O:16])=[C:6]([CH3:23])[N:5]([CH2:24][C:25]([OH:27])=[O:26])[C:4]=1[CH:30]1[CH2:31][CH2:32][CH2:33][CH2:34]1)#[N:2]. The yield is 0.970. (2) The reactants are [Br:1]P(Br)(C1C=CC=CC=1)(C1C=CC=CC=1)C1C=CC=CC=1.CN(C)C(=O)C.Br.[NH2:29][C:30]1[N:39]=[C:38]([NH2:40])[C:37]2[C:32](=[N:33][CH:34]=[C:35]([CH2:41]O)[N:36]=2)[N:31]=1.C1C=CC=CC=1. The catalyst is CCOCC. The product is [Br:1][CH2:41][C:35]1[N:36]=[C:37]2[C:32](=[N:33][CH:34]=1)[N:31]=[C:30]([NH2:29])[N:39]=[C:38]2[NH2:40]. The yield is 0.600. (3) The reactants are Br[C:2]1[N:6]([S:7]([C:10]2[CH:15]=[CH:14][CH:13]=[CH:12][CH:11]=2)(=[O:9])=[O:8])[CH:5]=[C:4]([CH2:16][N:17]([CH3:25])[C:18](=[O:24])[O:19][C:20]([CH3:23])([CH3:22])[CH3:21])[C:3]=1[CH:26]([CH3:28])[CH3:27].[C:29]1(B(O)O)[CH:34]=[CH:33][CH:32]=[CH:31][CH:30]=1.C(=O)([O-])[O-].[Na+].[Na+]. The catalyst is C1C=CC([P]([Pd]([P](C2C=CC=CC=2)(C2C=CC=CC=2)C2C=CC=CC=2)([P](C2C=CC=CC=2)(C2C=CC=CC=2)C2C=CC=CC=2)[P](C2C=CC=CC=2)(C2C=CC=CC=2)C2C=CC=CC=2)(C2C=CC=CC=2)C2C=CC=CC=2)=CC=1. The product is [CH:26]([C:3]1[C:4]([CH2:16][N:17]([CH3:25])[C:18](=[O:24])[O:19][C:20]([CH3:22])([CH3:23])[CH3:21])=[CH:5][N:6]([S:7]([C:10]2[CH:11]=[CH:12][CH:13]=[CH:14][CH:15]=2)(=[O:8])=[O:9])[C:2]=1[C:29]1[CH:34]=[CH:33][CH:32]=[CH:31][CH:30]=1)([CH3:27])[CH3:28]. The yield is 0.370. (4) The reactants are C([O:5]C(N(C1C=CC=CC=1)[C@H](CO)C)=O)(C)(C)C.[C:19]1([P:25]([C:32]2[CH:37]=[CH:36][CH:35]=[CH:34][CH:33]=2)[C:26]2[CH:31]=[CH:30][CH:29]=[CH:28][CH:27]=2)[CH:24]=[CH:23][CH:22]=[CH:21][CH:20]=1.BrN1C(=O)CCC1=O.CO. The catalyst is CN(C=O)C. The product is [C:32]1([P:25](=[O:5])([C:19]2[CH:20]=[CH:21][CH:22]=[CH:23][CH:24]=2)[C:26]2[CH:31]=[CH:30][CH:29]=[CH:28][CH:27]=2)[CH:33]=[CH:34][CH:35]=[CH:36][CH:37]=1. The yield is 0.850. (5) The reactants are [CH2:1]([NH:4][C:5](=[O:18])[C:6]([C:16]#[N:17])=[N:7][NH:8][C:9]1[CH:14]=[CH:13][CH:12]=[CH:11][C:10]=1[Br:15])[CH2:2][CH3:3].[Cl-].[Al+3].[Cl-].[Cl-].O1CCCC1.CO. The catalyst is C1(C)C=CC=CC=1.C(Cl)(Cl)Cl. The product is [NH2:17][C:16]1[C:14]2[C:9](=[C:10]([Br:15])[CH:11]=[CH:12][CH:13]=2)[N:8]=[N:7][C:6]=1[C:5]([NH:4][CH2:1][CH2:2][CH3:3])=[O:18]. The yield is 0.840. (6) The reactants are [NH2:1][C:2]1[C:3]([C:19](O)=O)=[N:4][C:5]([C:8]2[CH2:9][CH2:10][N:11]([S:14]([CH2:17][CH3:18])(=[O:16])=[O:15])[CH2:12][CH:13]=2)=[CH:6][N:7]=1.[CH3:22][C:23]1[CH:24]=[C:25]([NH2:30])[C:26]([NH2:29])=[CH:27][CH:28]=1.C(OP(C#N)(OCC)=O)C.C(N(CC)CC)C. The catalyst is COCCOC. The product is [CH2:17]([S:14]([N:11]1[CH2:12][CH:13]=[C:8]([C:5]2[N:4]=[C:3]([C:19]3[NH:29][C:26]4[CH:27]=[CH:28][C:23]([CH3:22])=[CH:24][C:25]=4[N:30]=3)[C:2]([NH2:1])=[N:7][CH:6]=2)[CH2:9][CH2:10]1)(=[O:16])=[O:15])[CH3:18]. The yield is 0.210. (7) The reactants are [CH3:1][O:2][CH2:3][C:4]([NH:6][C:7]1[CH:8]=[C:9]([C:13]2[C:21]3[C:16](=[CH:17][CH:18]=[C:19]([C:22]([NH2:24])=[O:23])[CH:20]=3)[N:15](C3CCCCO3)[N:14]=2)[CH:10]=[CH:11][CH:12]=1)=[O:5]. The catalyst is C1(C)C=CC=CC=1.Cl. The product is [CH3:1][O:2][CH2:3][C:4]([NH:6][C:7]1[CH:8]=[C:9]([C:13]2[C:21]3[C:16](=[CH:17][CH:18]=[C:19]([C:22]([NH2:24])=[O:23])[CH:20]=3)[NH:15][N:14]=2)[CH:10]=[CH:11][CH:12]=1)=[O:5]. The yield is 0.405. (8) The reactants are Br[C:2]1[CH:3]=[CH:4][C:5]([S:8]([NH:11][CH2:12][CH2:13][C:14]([NH2:16])=[O:15])(=[O:10])=[O:9])=[N:6][CH:7]=1.[F:17][C:18]1[CH:26]=[C:25]2[C:21]([C:22](B3OC(C)(C)C(C)(C)O3)=[CH:23][N:24]2[C:27]([O:29][C:30]([CH3:33])([CH3:32])[CH3:31])=[O:28])=[CH:20][CH:19]=1. No catalyst specified. The product is [NH2:16][C:14](=[O:15])[CH2:13][CH2:12][NH:11][S:8]([C:5]1[N:6]=[CH:7][C:2]([C:22]2[C:21]3[C:25](=[CH:26][C:18]([F:17])=[CH:19][CH:20]=3)[N:24]([C:27]([O:29][C:30]([CH3:33])([CH3:32])[CH3:31])=[O:28])[CH:23]=2)=[CH:3][CH:4]=1)(=[O:10])=[O:9]. The yield is 0.430.